Dataset: Reaction yield outcomes from USPTO patents with 853,638 reactions. Task: Predict the reaction yield, written as a fraction of the theoretical maximum amount of product (1.0 means a 100% yield; for example, 0.34 means a 34% yield). (1) The reactants are Cl[CH2:2][C:3]1[CH:4]=[C:5]([CH:11]=[C:12]([N:14]([CH3:16])[CH3:15])[CH:13]=1)[C:6]([O:8][CH2:9][CH3:10])=[O:7].C(OP(OCC)OCC)C.C[O-].[Na+].[CH3:30][O:31][CH2:32][O:33][C:34]1[C:41]([CH3:42])=[CH:40][C:37]([CH:38]=O)=[CH:36][C:35]=1[CH3:43]. The catalyst is CCOC(C)=O.CCO.CN(C=O)C. The product is [CH3:15][N:14]([CH3:16])[C:12]1[CH:11]=[C:5]([CH:4]=[C:3](/[CH:2]=[CH:38]/[C:37]2[CH:40]=[C:41]([CH3:42])[C:34]([O:33][CH2:32][O:31][CH3:30])=[C:35]([CH3:43])[CH:36]=2)[CH:13]=1)[C:6]([O:8][CH2:9][CH3:10])=[O:7]. The yield is 0.670. (2) The reactants are [CH2:1]([NH:3][CH2:4][CH3:5])[CH3:2].[Cl:6][C:7]1[CH:34]=[CH:33][C:32]([N:35]2[CH:39]=[CH:38][CH:37]=[N:36]2)=[CH:31][C:8]=1[C:9]([NH:11][C:12](=[O:30])[NH:13][C:14]1[S:15][C:16]2[CH:22]=[C:21]([S:23]([CH2:26][CH2:27][CH2:28]I)(=[O:25])=[O:24])[CH:20]=[CH:19][C:17]=2[N:18]=1)=[O:10]. The catalyst is C1COCC1. The product is [Cl:6][C:7]1[CH:34]=[CH:33][C:32]([N:35]2[CH:39]=[CH:38][CH:37]=[N:36]2)=[CH:31][C:8]=1[C:9]([NH:11][C:12](=[O:30])[NH:13][C:14]1[S:15][C:16]2[CH:22]=[C:21]([S:23]([CH2:26][CH2:27][CH2:28][N:3]([CH2:4][CH3:5])[CH2:1][CH3:2])(=[O:25])=[O:24])[CH:20]=[CH:19][C:17]=2[N:18]=1)=[O:10]. The yield is 0.140. (3) The reactants are [C:1]([N:4]1[CH2:13][CH2:12][C:11]2[C:6](=[CH:7][C:8]([NH2:14])=[CH:9][CH:10]=2)[CH2:5]1)(=[O:3])[CH3:2].[F:15][C:16]([F:21])([F:20])[C:17](O)=[O:18].FC(F)(F)C(OC(=O)C(F)(F)F)=O. The catalyst is C(Cl)Cl. The product is [C:1]([N:4]1[CH2:13][CH2:12][C:11]2[C:6](=[CH:7][C:8]([NH:14][C:17](=[O:18])[C:16]([F:21])([F:20])[F:15])=[CH:9][CH:10]=2)[CH2:5]1)(=[O:3])[CH3:2]. The yield is 0.940. (4) The reactants are [CH3:1][C:2]1[CH:8]=[CH:7][CH:6]=[CH:5][C:3]=1[NH2:4].N1C=C[CH:12]=[CH:11][CH:10]=1.[CH3:15][S:16](Cl)(=[O:18])=[O:17].[Cl-].[Cl-].[Cl-].[Al+3].C(Cl)(=[O:26])C.Cl. The catalyst is C(Cl)Cl.C1(C)C=CC=CC=1.O. The product is [CH3:1][C:2]1[CH:8]=[C:7]([C:10](=[O:26])[CH2:11][CH3:12])[CH:6]=[CH:5][C:3]=1[NH:4][S:16]([CH3:15])(=[O:18])=[O:17]. The yield is 0.430. (5) The reactants are Br[C:2]1[CH:3]=[C:4]2[C:9](=[CH:10][CH:11]=1)[O:8][CH:7]([C:12]1[CH:13]=[N:14][CH:15]=[CH:16][CH:17]=1)[CH2:6][C:5]2=[O:18].[C:19]([C:21]1[CH:22]=[C:23](B(O)O)[CH:24]=[CH:25][CH:26]=1)#[N:20].C([O-])([O-])=O.[Cs+].[Cs+]. The catalyst is O1CCOCC1.Cl[Pd](Cl)([P](C1C=CC=CC=1)(C1C=CC=CC=1)C1C=CC=CC=1)[P](C1C=CC=CC=1)(C1C=CC=CC=1)C1C=CC=CC=1. The product is [O:18]=[C:5]1[C:4]2[C:9](=[CH:10][CH:11]=[C:2]([C:25]3[CH:26]=[C:21]([CH:22]=[CH:23][CH:24]=3)[C:19]#[N:20])[CH:3]=2)[O:8][CH:7]([C:12]2[CH:13]=[N:14][CH:15]=[CH:16][CH:17]=2)[CH2:6]1. The yield is 0.340.